Dataset: Forward reaction prediction with 1.9M reactions from USPTO patents (1976-2016). Task: Predict the product of the given reaction. (1) The product is: [CH3:20][O:19][C:6](=[O:49])[C@@H:7]([CH2:9][C:10]1[CH:15]=[C:14]([F:16])[C:13]([F:17])=[CH:12][C:11]=1[F:18])[NH:8][C:40]([O:42][C:43]([CH3:44])([CH3:45])[CH3:46])=[O:41]. Given the reactants COC1[C@H](C(C)C)N=[C:6]([O:19][CH3:20])[C@@H:7]([CH2:9][C:10]2[CH:15]=[C:14]([F:16])[C:13]([F:17])=[CH:12][C:11]=2[F:18])[N:8]=1.Cl.C(N(CC)CC)C.[C:43]([O:42][C:40](O[C:40]([O:42][C:43]([CH3:46])([CH3:45])[CH3:44])=[O:41])=[O:41])([CH3:46])([CH3:45])[CH3:44].C(OCC)(=[O:49])C, predict the reaction product. (2) Given the reactants O=[C:2]([CH3:9])[CH2:3][C:4]([O:6][CH2:7][CH3:8])=[O:5].C[O:11][CH:12](OC)[N:13](C)C.C(N(CC)CC)C.[C:25](#N)[CH2:26][C:27]#[N:28], predict the reaction product. The product is: [C:27]([C:26]1[C:12]([OH:11])=[N:13][C:2]([CH3:9])=[C:3]([CH:25]=1)[C:4]([O:6][CH2:7][CH3:8])=[O:5])#[N:28]. (3) The product is: [C:1]([NH:4][C:5]1[S:6][C:7]([CH2:22][C:23]2[CH:24]=[CH:25][C:26]([S:29]([CH3:32])(=[O:30])=[O:31])=[CH:27][CH:28]=2)=[C:8]([CH2:10][CH2:11][C:12]2[CH:13]=[CH:14][C:15]([CH2:18][C:19]([NH:48][C:47]([NH2:49])=[NH:46])=[O:20])=[CH:16][CH:17]=2)[N:9]=1)(=[O:3])[CH3:2]. Given the reactants [C:1]([NH:4][C:5]1[S:6][C:7]([CH2:22][C:23]2[CH:28]=[CH:27][C:26]([S:29]([CH3:32])(=[O:31])=[O:30])=[CH:25][CH:24]=2)=[C:8]([CH2:10][CH2:11][C:12]2[CH:17]=[CH:16][C:15]([CH2:18][C:19](O)=[O:20])=[CH:14][CH:13]=2)[N:9]=1)(=[O:3])[CH3:2].C(N1C=CN=C1)(N1C=CN=C1)=O.Cl.[NH2:46][C:47]([NH2:49])=[NH:48].C[O-].[Na+], predict the reaction product. (4) Given the reactants [F:1][C:2]1[CH:3]=[N:4][C:5]2[C:10]([C:11]=1[N:12]1[CH2:30][CH2:29][C:15]3([CH2:19][C@H:18]([NH:20]C(=O)OC(C)(C)C)[C@H:17]([OH:28])[CH2:16]3)[CH2:14][CH2:13]1)=[N:9][C:8]([O:31][CH3:32])=[CH:7][CH:6]=2.Cl.O1CCOCC1, predict the reaction product. The product is: [NH2:20][C@H:18]1[CH2:19][C:15]2([CH2:29][CH2:30][N:12]([C:11]3[C:10]4[C:5](=[CH:6][CH:7]=[C:8]([O:31][CH3:32])[N:9]=4)[N:4]=[CH:3][C:2]=3[F:1])[CH2:13][CH2:14]2)[CH2:16][C@H:17]1[OH:28]. (5) Given the reactants [CH2:1]([N:8]1[CH2:12][CH:11]([C:13](O)=[O:14])[C:10]2([C:24]3[C:19](=[CH:20][CH:21]=[CH:22][CH:23]=3)[CH2:18][CH2:17][CH2:16]2)[CH2:9]1)[C:2]1[CH:7]=[CH:6][CH:5]=[CH:4][CH:3]=1.C(Cl)(=O)C(Cl)=O.[C:31]1([CH:37]2[CH2:42][CH2:41][NH:40][CH2:39][CH2:38]2)[CH:36]=[CH:35][CH:34]=[CH:33][CH:32]=1.C(N(CC)CC)C, predict the reaction product. The product is: [CH2:1]([N:8]1[CH2:12][CH:11]([C:13]([N:40]2[CH2:39][CH2:38][CH:37]([C:31]3[CH:36]=[CH:35][CH:34]=[CH:33][CH:32]=3)[CH2:42][CH2:41]2)=[O:14])[C:10]2([C:24]3[C:19](=[CH:20][CH:21]=[CH:22][CH:23]=3)[CH2:18][CH2:17][CH2:16]2)[CH2:9]1)[C:2]1[CH:7]=[CH:6][CH:5]=[CH:4][CH:3]=1. (6) Given the reactants C(OC(=O)C1C=CC(NC([NH:14][C:15]2[S:16][C:17]3[CH:23]=[C:22]([O:24][CH3:25])[CH:21]=[CH:20][C:18]=3[N:19]=2)=O)=CC=1)C.C(C1C=CC(C=CC(OC)=O)=CC=1)=O, predict the reaction product. The product is: [NH2:14][C:15]1[S:16][C:17]2[CH:23]=[C:22]([O:24][CH3:25])[CH:21]=[CH:20][C:18]=2[N:19]=1. (7) The product is: [Cl:1][C:2]1[C:11]([O:12][CH3:13])=[CH:10][C:5]([C:6]([O:8][CH3:9])=[O:7])=[CH:4][C:3]=1[CH2:14][O:15][C:16]1[CH:17]=[N:18][C:19]([NH:35][C:34]2[CH:33]=[CH:32][C:31]([N:26]3[CH2:25][C@@H:24]([CH3:23])[NH:29][C@@H:28]([CH3:30])[CH2:27]3)=[CH:37][CH:36]=2)=[N:20][CH:21]=1. Given the reactants [Cl:1][C:2]1[C:11]([O:12][CH3:13])=[CH:10][C:5]([C:6]([O:8][CH3:9])=[O:7])=[CH:4][C:3]=1[CH2:14][O:15][C:16]1[CH:17]=[N:18][C:19](Cl)=[N:20][CH:21]=1.[CH3:23][C@@H:24]1[NH:29][C@H:28]([CH3:30])[CH2:27][N:26]([C:31]2[CH:37]=[CH:36][C:34]([NH2:35])=[CH:33][CH:32]=2)[CH2:25]1.CC1(C)C2C(=C(P(C3C=CC=CC=3)C3C=CC=CC=3)C=CC=2)OC2C(P(C3C=CC=CC=3)C3C=CC=CC=3)=CC=CC1=2.C([O-])([O-])=O.[Cs+].[Cs+], predict the reaction product. (8) Given the reactants [NH2:1][CH:2]([CH:12]1[CH:16]2[CH2:17][CH2:18][CH2:19][CH2:20][N:15]2[C:14](=[O:21])[O:13]1)[CH2:3][C:4]1[CH:9]=[C:8]([F:10])[CH:7]=[C:6]([F:11])[CH:5]=1.[C:22](N1C=CN=C1)(=[O:24])[CH3:23].CCN(C(C)C)C(C)C, predict the reaction product. The product is: [F:10][C:8]1[CH:9]=[C:4]([CH2:3][CH:2]([NH:1][C:22](=[O:24])[CH3:23])[CH:12]2[CH:16]3[CH2:17][CH2:18][CH2:19][CH2:20][N:15]3[C:14](=[O:21])[O:13]2)[CH:5]=[C:6]([F:11])[CH:7]=1.